From a dataset of Full USPTO retrosynthesis dataset with 1.9M reactions from patents (1976-2016). Predict the reactants needed to synthesize the given product. Given the product [NH2:23][C:18]1[CH:19]=[CH:20][CH:21]=[C:22]2[C:17]=1[N:16]=[CH:15][N:14]=[C:13]2[NH:12][NH:11][S:8]([C:5]1[CH:4]=[CH:3][C:2]([CH3:1])=[CH:7][CH:6]=1)(=[O:10])=[O:9], predict the reactants needed to synthesize it. The reactants are: [CH3:1][C:2]1[CH:7]=[CH:6][C:5]([S:8]([NH:11][NH:12][C:13]2[C:22]3[C:17](=[C:18]([N+:23]([O-])=O)[CH:19]=[CH:20][CH:21]=3)[N:16]=[CH:15][N:14]=2)(=[O:10])=[O:9])=[CH:4][CH:3]=1.Cl[Sn]Cl.